The task is: Predict the reactants needed to synthesize the given product.. This data is from Full USPTO retrosynthesis dataset with 1.9M reactions from patents (1976-2016). (1) Given the product [CH2:1]([N:5]([S:25]([C:28]1[CH:33]=[CH:32][C:31]([CH3:34])=[CH:30][CH:29]=1)(=[O:26])=[O:27])[CH:6]([C:22]([OH:24])=[O:23])[CH2:7][CH2:8][CH2:9][CH2:10][NH:11][C:12]([O:14][CH2:15][CH:57]1[C:58]2[CH:46]=[CH:47][CH:48]=[CH:49][C:50]=2[C:51]2[C:56]1=[CH:55][CH:54]=[CH:53][CH:52]=2)=[O:13])[CH:2]([CH3:3])[CH3:4], predict the reactants needed to synthesize it. The reactants are: [CH2:1]([N:5]([S:25]([C:28]1[CH:33]=[CH:32][C:31]([CH3:34])=[CH:30][CH:29]=1)(=[O:27])=[O:26])[CH:6]([C:22]([OH:24])=[O:23])[CH2:7][CH2:8][CH2:9][CH2:10][NH:11][C:12]([O:14][CH2:15]C1C=CC=CC=1)=[O:13])[CH:2]([CH3:4])[CH3:3].C([O-])([O-])=O.[K+].[K+].C1COCC1.[CH:46]1[C:58]2[CH:57](COC(ON3C(=O)CCC3=O)=O)[C:56]3[C:51](=[CH:52][CH:53]=[CH:54][CH:55]=3)[C:50]=2[CH:49]=[CH:48][CH:47]=1. (2) The reactants are: Cl[C:2]1[CH:11]=[CH:10][C:9]2[C:4](=[CH:5][CH:6]=[C:7]([OH:12])[CH:8]=2)[N:3]=1.B([C:16]1[S:20][C:19]([C:21]([OH:23])=[O:22])=[CH:18][CH:17]=1)(O)O. Given the product [OH:12][C:7]1[CH:8]=[C:9]2[C:4](=[CH:5][CH:6]=1)[N:3]=[C:2]([C:16]1[S:20][C:19]([C:21]([OH:23])=[O:22])=[CH:18][CH:17]=1)[CH:11]=[CH:10]2, predict the reactants needed to synthesize it. (3) Given the product [Br:18][C:8]1[N:5]2[CH:6]=[CH:7][C:2]([Cl:1])=[CH:3][C:4]2=[N:10][CH:9]=1, predict the reactants needed to synthesize it. The reactants are: [Cl:1][C:2]1[CH:7]=[CH:6][N:5]2[CH:8]=[CH:9][N:10]=[C:4]2[CH:3]=1.C1C(=O)N([Br:18])C(=O)C1.